Predict the reaction yield, written as a fraction of the theoretical maximum amount of product (1.0 means a 100% yield; for example, 0.34 means a 34% yield). From a dataset of Reaction yield outcomes from USPTO patents with 853,638 reactions. (1) The reactants are [F:1][C:2]1[CH:7]=[C:6]([F:8])[CH:5]=[CH:4][C:3]=1[C:9]1[CH:14]=[C:13]([N:15]2[C:19]3[CH:20]=[CH:21][C:22]([C:24]4[N:25]=[N:26][N:27]([CH2:29][CH2:30][C:31]([OH:34])([CH3:33])[CH3:32])[CH:28]=4)=[CH:23][C:18]=3[N:17]=[CH:16]2)[CH:12]=[C:11]([NH:35]C(=O)C)[CH:10]=1.[OH-].[Na+]. The catalyst is C(O)C. The product is [NH2:35][C:11]1[CH:12]=[C:13]([N:15]2[C:19]3[CH:20]=[CH:21][C:22]([C:24]4[N:25]=[N:26][N:27]([CH2:29][CH2:30][C:31]([CH3:33])([OH:34])[CH3:32])[CH:28]=4)=[CH:23][C:18]=3[N:17]=[CH:16]2)[CH:14]=[C:9]([C:3]2[CH:4]=[CH:5][C:6]([F:8])=[CH:7][C:2]=2[F:1])[CH:10]=1. The yield is 0.380. (2) The reactants are [O-][CH2:2]CCC.[K+].C[C:8]1[CH:13]=[CH:12][C:11]([NH:14][C:15]2[N:20]=[C:19]([C:21]3[CH:22]=[N:23][CH:24]=[CH:25][CH:26]=3)[CH:18]=[CH:17][N:16]=2)=[CH:10][C:9]=1[NH2:27].C([O:31][C:32](=O)[C:33]1[CH:38]=[CH:37][C:36]([CH2:39][N:40]2[CH2:45][CH2:44][N:43]([CH3:46])[CH2:42][CH2:41]2)=[CH:35][CH:34]=1)CC. The catalyst is CO.O1CCCC1. The product is [CH3:2][C:12]1[CH:13]=[CH:8][C:9]([NH:27][C:32]([C:33]2[CH:38]=[CH:37][C:36]([CH2:39][N:40]3[CH2:41][CH2:42][N:43]([CH3:46])[CH2:44][CH2:45]3)=[CH:35][CH:34]=2)=[O:31])=[CH:10][C:11]=1[NH:14][C:15]1[N:16]=[CH:17][CH:18]=[C:19]([C:21]2[CH:26]=[CH:25][CH:24]=[N:23][CH:22]=2)[N:20]=1. The yield is 0.910. (3) The reactants are [CH3:1][O:2][C:3]1[N:8]=[C:7]([CH3:9])[C:6]([C:10]2[CH:11]=[C:12]([CH:15]=[CH:16][CH:17]=2)[C:13]#[N:14])=[CH:5][CH:4]=1.[Br:18]N1C(=O)CCC1=O. The catalyst is CO. The product is [Br:18][C:4]1[CH:5]=[C:6]([C:10]2[CH:11]=[C:12]([CH:15]=[CH:16][CH:17]=2)[C:13]#[N:14])[C:7]([CH3:9])=[N:8][C:3]=1[O:2][CH3:1]. The yield is 0.300.